Dataset: Reaction yield outcomes from USPTO patents with 853,638 reactions. Task: Predict the reaction yield, written as a fraction of the theoretical maximum amount of product (1.0 means a 100% yield; for example, 0.34 means a 34% yield). (1) The reactants are [CH3:1][O:2][C:3]1[CH:10]=[CH:9][C:8]([F:11])=[CH:7][C:4]=1[CH:5]=[O:6].[BH4-].[Na+]. The catalyst is CO. The product is [F:11][C:8]1[CH:9]=[CH:10][C:3]([O:2][CH3:1])=[C:4]([CH2:5][OH:6])[CH:7]=1. The yield is 0.870. (2) The reactants are C(OC(=O)[NH:7][C:8]1[CH:9]=[N:10][C:11]2[C:16]([C:17]=1[Br:18])=[CH:15][C:14]([O:19][CH3:20])=[CH:13][CH:12]=2)(C)(C)C.FC(F)(F)C(O)=O. The catalyst is C(Cl)Cl. The product is [NH2:7][C:8]1[CH:9]=[N:10][C:11]2[C:16]([C:17]=1[Br:18])=[CH:15][C:14]([O:19][CH3:20])=[CH:13][CH:12]=2. The yield is 1.01. (3) The reactants are Br[C:2]1[CH:6]=[CH:5][O:4][C:3]=1[C:7]([O:9][CH2:10][CH3:11])=[O:8].C([Sn](CCCC)(CCCC)[C:17]1[CH:22]=[CH:21][N:20]=[CH:19][CH:18]=1)CCC.[F-].[NH4+]. The catalyst is C1COCC1.C1C=CC([P]([Pd]([P](C2C=CC=CC=2)(C2C=CC=CC=2)C2C=CC=CC=2)([P](C2C=CC=CC=2)(C2C=CC=CC=2)C2C=CC=CC=2)[P](C2C=CC=CC=2)(C2C=CC=CC=2)C2C=CC=CC=2)(C2C=CC=CC=2)C2C=CC=CC=2)=CC=1. The product is [N:20]1[CH:21]=[CH:22][C:17]([C:2]2[CH:6]=[CH:5][O:4][C:3]=2[C:7]([O:9][CH2:10][CH3:11])=[O:8])=[CH:18][CH:19]=1. The yield is 0.450. (4) The reactants are [NH2:1][C:2]1[CH:29]=[CH:28][C:5]([O:6][C:7]2[N:12]=[CH:11][N:10]=[C:9]([NH:13][C:14]([N:16]3[CH2:21][CH2:20][CH:19]([CH2:22][N:23]4[CH2:27][CH2:26][CH2:25][CH2:24]4)[CH2:18][CH2:17]3)=[O:15])[CH:8]=2)=[C:4]([F:30])[CH:3]=1.[C@]12(CS(O)(=O)=O)C(C)(C)C(CC1)CC2=O.[C:46]1([CH2:52][C:53]([N:55]=[C:56]=[S:57])=[O:54])[CH:51]=[CH:50][CH:49]=[CH:48][CH:47]=1.C(OCC)C. The catalyst is C(O)C.C1(C)C=CC=CC=1.CCCCCC. The product is [F:30][C:4]1[CH:3]=[C:2]([NH:1][C:56]([NH:55][C:53](=[O:54])[CH2:52][C:46]2[CH:47]=[CH:48][CH:49]=[CH:50][CH:51]=2)=[S:57])[CH:29]=[CH:28][C:5]=1[O:6][C:7]1[N:12]=[CH:11][N:10]=[C:9]([NH:13][C:14]([N:16]2[CH2:21][CH2:20][CH:19]([CH2:22][N:23]3[CH2:27][CH2:26][CH2:25][CH2:24]3)[CH2:18][CH2:17]2)=[O:15])[CH:8]=1. The yield is 0.264. (5) The reactants are FC(F)(F)C([NH:5][CH2:6][CH2:7][C:8]1[C:16]2[C:11](=[CH:12][CH:13]=[CH:14][CH:15]=2)[N:10]([C:17]([O:19][C:20]([CH3:23])([CH3:22])[CH3:21])=[O:18])[CH:9]=1)=O.C(=O)([O-])[O-].[K+].[K+].[CH:32]([C:34]1[CH:43]=[CH:42][C:37]([C:38]([O:40][CH3:41])=[O:39])=[CH:36][CH:35]=1)=O.[CH3:44][C:45]([CH2:47][C:48]([C:50]([O:52]C)=O)=[O:49])=[O:46]. The catalyst is CO.O.O. The product is [C:20]([O:19][C:17]([N:10]1[C:11]2[C:16](=[CH:15][CH:14]=[CH:13][CH:12]=2)[C:8]([CH2:7][CH2:6][N:5]2[C:50](=[O:52])[C:48]([OH:49])=[C:47]([C:45](=[O:46])[CH3:44])[CH:32]2[C:34]2[CH:43]=[CH:42][C:37]([C:38]([O:40][CH3:41])=[O:39])=[CH:36][CH:35]=2)=[CH:9]1)=[O:18])([CH3:23])([CH3:22])[CH3:21]. The yield is 0.600.